This data is from Reaction yield outcomes from USPTO patents with 853,638 reactions. The task is: Predict the reaction yield, written as a fraction of the theoretical maximum amount of product (1.0 means a 100% yield; for example, 0.34 means a 34% yield). The reactants are CO[C:3](=O)[NH:4][CH2:5][CH2:6][CH:7]([C:14]1[CH:15]=[C:16]2[C:20](=[CH:21][CH:22]=1)[NH:19][CH:18]=[CH:17]2)[C:8]1[CH:13]=[CH:12][CH:11]=[CH:10][CH:9]=1.[H-].[H-].[H-].[H-].[Li+].[Al+3]. The catalyst is C1COCC1. The product is [NH:19]1[C:20]2[C:16](=[CH:15][C:14]([CH:7]([C:8]3[CH:9]=[CH:10][CH:11]=[CH:12][CH:13]=3)[CH2:6][CH2:5][NH:4][CH3:3])=[CH:22][CH:21]=2)[CH:17]=[CH:18]1. The yield is 0.910.